Dataset: Reaction yield outcomes from USPTO patents with 853,638 reactions. Task: Predict the reaction yield, written as a fraction of the theoretical maximum amount of product (1.0 means a 100% yield; for example, 0.34 means a 34% yield). (1) The reactants are [NH2:1][C:2]1[CH:6]=[CH:5][N:4]([C:7]2[CH:14]=[CH:13][C:10]([C:11]#[N:12])=[CH:9][CH:8]=2)[N:3]=1.C(O)(=O)C.[CH:19]1([CH:22]=O)[CH2:21][CH2:20]1.C(O[BH-](OC(=O)C)OC(=O)C)(=O)C.[Na+]. The catalyst is ClCCCl. The product is [CH:19]1([CH2:22][NH:1][C:2]2[CH:6]=[CH:5][N:4]([C:7]3[CH:14]=[CH:13][C:10]([C:11]#[N:12])=[CH:9][CH:8]=3)[N:3]=2)[CH2:21][CH2:20]1. The yield is 0.540. (2) The reactants are [Cl:1][C:2]1[CH:7]=[CH:6][C:5]([Cl:8])=[CH:4][C:3]=1[NH:9][C:10]1[N:15]2[N:16]=[CH:17][C:18]([S:19]([NH2:22])(=[O:21])=[O:20])=[C:14]2[N:13]=[CH:12][C:11]=1[C:23]([N:25]1[CH2:30][CH2:29][CH:28]([C:31]2[CH:36]=[CH:35][C:34]([F:37])=[CH:33][CH:32]=2)[CH2:27][CH2:26]1)=[O:24].[CH:38](O)=[O:39]. No catalyst specified. The product is [Cl:1][C:2]1[CH:7]=[CH:6][C:5]([Cl:8])=[CH:4][C:3]=1[NH:9][C:10]1[N:15]2[N:16]=[CH:17][C:18]([S:19]([NH:22][CH:38]=[O:39])(=[O:21])=[O:20])=[C:14]2[N:13]=[CH:12][C:11]=1[C:23]([N:25]1[CH2:30][CH2:29][CH:28]([C:31]2[CH:32]=[CH:33][C:34]([F:37])=[CH:35][CH:36]=2)[CH2:27][CH2:26]1)=[O:24]. The yield is 0.340. (3) The reactants are [NH2:1][C:2]1[CH:10]=[C:9]([Br:11])[CH:8]=[CH:7][C:3]=1[C:4]([OH:6])=O.[CH:12](OCC)(OCC)OCC.C(O)(=O)C.[NH2:26][C:27]1[CH:28]=[C:29]([NH:34][C:35](=[O:46])[C:36]2[CH:41]=[CH:40][CH:39]=[C:38]([C:42]([F:45])([F:44])[F:43])[CH:37]=2)[CH:30]=[CH:31][C:32]=1[CH3:33]. The catalyst is C1(C)C=CC=CC=1. The product is [Br:11][C:9]1[CH:10]=[C:2]2[C:3]([C:4](=[O:6])[N:26]([C:27]3[CH:28]=[C:29]([NH:34][C:35](=[O:46])[C:36]4[CH:41]=[CH:40][CH:39]=[C:38]([C:42]([F:43])([F:44])[F:45])[CH:37]=4)[CH:30]=[CH:31][C:32]=3[CH3:33])[CH:12]=[N:1]2)=[CH:7][CH:8]=1. The yield is 0.478. (4) The reactants are [CH:1]([CH:3]([CH2:8][CH2:9][O:10][CH3:11])[CH2:4][CH2:5][O:6][CH3:7])=O.[C:12]([CH:17]=P(C1C=CC=CC=1)(C1C=CC=CC=1)C1C=CC=CC=1)([O:14][CH2:15][CH3:16])=[O:13]. The catalyst is C(Cl)Cl. The product is [CH3:7][O:6][CH2:5][CH2:4][CH:3]([CH2:8][CH2:9][O:10][CH3:11])[CH:1]=[CH:17][C:12]([O:14][CH2:15][CH3:16])=[O:13]. The yield is 0.880. (5) The reactants are [N+:1]([C:4]1[CH:9]=[CH:8][C:7]([NH2:10])=[CH:6][CH:5]=1)([O-:3])=[O:2].[CH3:11][S:12](Cl)(=[O:14])=[O:13]. The catalyst is N1C=CC=CC=1. The product is [N+:1]([C:4]1[CH:9]=[CH:8][C:7]([NH:10][S:12]([CH3:11])(=[O:14])=[O:13])=[CH:6][CH:5]=1)([O-:3])=[O:2]. The yield is 0.640. (6) The reactants are [NH2:1][C:2]1[N:7]=[CH:6][N:5]=[C:4]2[N:8]([C@@H:25]3[CH2:30][CH2:29][CH2:28][N:27]([C:31](=[O:35])[CH2:32][C:33]#[N:34])[CH2:26]3)[N:9]=[C:10]([C:11]3[CH:16]=[CH:15][C:14]([O:17][C:18]4[CH:23]=[CH:22][CH:21]=[CH:20][CH:19]=4)=[CH:13][C:12]=3[F:24])[C:3]=12.[CH:36]1([CH:39]=O)[CH2:38][CH2:37]1.N1CCCCC1.ClCCl. The catalyst is CO. The product is [NH2:1][C:2]1[N:7]=[CH:6][N:5]=[C:4]2[N:8]([C@@H:25]3[CH2:30][CH2:29][CH2:28][N:27]([C:31]([C:32](=[CH:39][CH:36]4[CH2:38][CH2:37]4)[C:33]#[N:34])=[O:35])[CH2:26]3)[N:9]=[C:10]([C:11]3[CH:16]=[CH:15][C:14]([O:17][C:18]4[CH:19]=[CH:20][CH:21]=[CH:22][CH:23]=4)=[CH:13][C:12]=3[F:24])[C:3]=12. The yield is 0.240. (7) The reactants are [C:1]([O:5][C:6]([N:8]1[CH2:11][C:10]([CH3:33])([N:12]2[C:28]3[C:15](=[CH:16][C:17]4[O:18][CH2:19][C:20]5[N:25]([C:26]=4[CH:27]=3)[C@H:24]([CH3:29])[C:23](=[O:30])[NH:22][N:21]=5)[C:14]([CH:31]=[CH2:32])=[CH:13]2)[CH2:9]1)=[O:7])([CH3:4])([CH3:3])[CH3:2]. The catalyst is CO.[Pd]. The product is [C:1]([O:5][C:6]([N:8]1[CH2:11][C:10]([N:12]2[C:28]3[C:15](=[CH:16][C:17]4[O:18][CH2:19][C:20]5[N:25]([C:26]=4[CH:27]=3)[C@H:24]([CH3:29])[C:23](=[O:30])[NH:22][N:21]=5)[C:14]([CH2:31][CH3:32])=[CH:13]2)([CH3:33])[CH2:9]1)=[O:7])([CH3:4])([CH3:2])[CH3:3]. The yield is 0.490. (8) The reactants are [Cl:1][C:2]1[CH:3]=[CH:4][C:5]([OH:20])=[C:6]([CH:19]=1)[CH2:7][N:8]1[C:16](=[O:17])[C:15]2[C:10](=[CH:11][CH:12]=[CH:13][CH:14]=2)[C:9]1=[O:18].O[CH2:22][C:23]1[O:27][N:26]=[C:25]([CH3:28])[CH:24]=1.C1(P(C2C=CC=CC=2)C2C=CC=CC=2)C=CC=CC=1.CCOC(/N=N/C(OCC)=O)=O. The catalyst is C1COCC1. The product is [Cl:1][C:2]1[CH:3]=[CH:4][C:5]([O:20][CH2:22][C:23]2[O:27][N:26]=[C:25]([CH3:28])[CH:24]=2)=[C:6]([CH:19]=1)[CH2:7][N:8]1[C:9](=[O:18])[C:10]2[C:15](=[CH:14][CH:13]=[CH:12][CH:11]=2)[C:16]1=[O:17]. The yield is 0.520. (9) The reactants are [C:1]([O:5][C:6]([N:8]1[CH2:16][C:15]2[C:10](=[CH:11][C:12]([CH:21]=[CH2:22])=[C:13]([C:17]([F:20])([F:19])[F:18])[CH:14]=2)[CH2:9]1)=[O:7])([CH3:4])([CH3:3])[CH3:2]. The catalyst is CO.[Pd]. The product is [C:1]([O:5][C:6]([N:8]1[CH2:9][C:10]2[C:15](=[CH:14][C:13]([C:17]([F:20])([F:18])[F:19])=[C:12]([CH2:21][CH3:22])[CH:11]=2)[CH2:16]1)=[O:7])([CH3:2])([CH3:3])[CH3:4]. The yield is 0.200.